The task is: Predict the product of the given reaction.. This data is from Forward reaction prediction with 1.9M reactions from USPTO patents (1976-2016). (1) Given the reactants C([O:3][C:4](=[O:37])[CH2:5][CH2:6][CH2:7][NH:8][C:9]([N:11]1[C:19]2[C:14](=[CH:15][C:16]([O:20][CH2:21][C:22]3[S:23][C:24]([C:33]([F:36])([F:35])[F:34])=[C:25]([C:27]4[CH:32]=[CH:31][CH:30]=[CH:29][CH:28]=4)[CH:26]=3)=[CH:17][CH:18]=2)[CH2:13][CH2:12]1)=[O:10])C, predict the reaction product. The product is: [C:27]1([C:25]2[CH:26]=[C:22]([CH2:21][O:20][C:16]3[CH:15]=[C:14]4[C:19](=[CH:18][CH:17]=3)[N:11]([C:9]([NH:8][CH2:7][CH2:6][CH2:5][C:4]([OH:37])=[O:3])=[O:10])[CH2:12][CH2:13]4)[S:23][C:24]=2[C:33]([F:36])([F:34])[F:35])[CH:32]=[CH:31][CH:30]=[CH:29][CH:28]=1. (2) Given the reactants [F:1][C:2]1[CH:7]=[CH:6][C:5]([CH2:8][C:9]2[CH:18]=[C:17]3[C:12]([C:13]([OH:30])=[C:14]([C:25](OCC)=[O:26])[C:15](=[O:24])[N:16]3[CH2:19][C:20]([F:23])([F:22])[F:21])=[N:11][CH:10]=2)=[CH:4][CH:3]=1.[NH2:31][C@@H:32]([CH3:35])[CH2:33][OH:34], predict the reaction product. The product is: [F:1][C:2]1[CH:7]=[CH:6][C:5]([CH2:8][C:9]2[CH:18]=[C:17]3[C:12]([C:13]([OH:30])=[C:14]([C:25]([NH:31][C@@H:32]([CH3:35])[CH2:33][OH:34])=[O:26])[C:15](=[O:24])[N:16]3[CH2:19][C:20]([F:23])([F:22])[F:21])=[N:11][CH:10]=2)=[CH:4][CH:3]=1. (3) Given the reactants [NH2:1][C:2]1[N:7]=[C:6](Cl)[CH:5]=[C:4](Cl)[N:3]=1.[NH:10]1[CH2:15][CH2:14][O:13][CH2:12][CH2:11]1, predict the reaction product. The product is: [O:13]1[CH2:14][CH2:15][N:10]([C:4]2[CH:5]=[C:6]([N:10]3[CH2:15][CH2:14][O:13][CH2:12][CH2:11]3)[N:7]=[C:2]([NH2:1])[N:3]=2)[CH2:11][CH2:12]1.